From a dataset of Full USPTO retrosynthesis dataset with 1.9M reactions from patents (1976-2016). Predict the reactants needed to synthesize the given product. (1) The reactants are: [CH:1]([C@H:14]1[O:19][CH2:18][C@@H:17]([NH2:20])[CH2:16][CH2:15]1)([C:8]1[CH:13]=[CH:12][CH:11]=[CH:10][CH:9]=1)[C:2]1[CH:7]=[CH:6][CH:5]=[CH:4][CH:3]=1.[I:21][C:22]1[CH:29]=[CH:28][C:25]([CH:26]=O)=[CH:24][CH:23]=1.C(O)(=O)C.[BH3-]C#N.[Na+]. Given the product [CH:1]([C@H:14]1[O:19][CH2:18][C@@H:17]([NH:20][CH2:26][C:25]2[CH:28]=[CH:29][C:22]([I:21])=[CH:23][CH:24]=2)[CH2:16][CH2:15]1)([C:8]1[CH:13]=[CH:12][CH:11]=[CH:10][CH:9]=1)[C:2]1[CH:3]=[CH:4][CH:5]=[CH:6][CH:7]=1, predict the reactants needed to synthesize it. (2) Given the product [N:1]1[CH:12]=[CH:10][CH:5]=[CH:6][C:2]=1[C:5]1[CH:6]=[C:2]([NH2:1])[NH:3][N:4]=1, predict the reactants needed to synthesize it. The reactants are: [NH2:1][C:2]1[CH:6]=[CH:5][NH:4][N:3]=1.CCO[C:10]([CH3:12])=O.